This data is from Full USPTO retrosynthesis dataset with 1.9M reactions from patents (1976-2016). The task is: Predict the reactants needed to synthesize the given product. (1) Given the product [CH2:1]([N:8]([CH3:9])[C:19]([C:17]1[CH:16]=[CH:15][C:14]2=[N:10][O:11][N:12]=[C:13]2[CH:18]=1)=[O:20])[C:2]1[CH:7]=[CH:6][CH:5]=[CH:4][CH:3]=1, predict the reactants needed to synthesize it. The reactants are: [CH2:1]([NH:8][CH3:9])[C:2]1[CH:7]=[CH:6][CH:5]=[CH:4][CH:3]=1.[N:10]1[O:11][N:12]=[C:13]2[CH:18]=[C:17]([C:19](Cl)=[O:20])[CH:16]=[CH:15][C:14]=12. (2) Given the product [ClH:32].[NH2:31][C:18]1[N:19]=[C:20]([C:22]2[CH:27]=[CH:26][C:25]([C:28]#[N:29])=[C:24]([F:30])[CH:23]=2)[CH:21]=[C:16]([N:11]2[CH2:12][C@H:13]([CH3:15])[CH2:14][C@@H:9]([NH2:5])[CH2:10]2)[N:17]=1, predict the reactants needed to synthesize it. The reactants are: CC([N:5]([C@@H:9]1[CH2:14][C@@H:13]([CH3:15])[CH2:12][N:11]([C:16]2[CH:21]=[C:20]([C:22]3[CH:27]=[CH:26][C:25]([C:28]#[N:29])=[C:24]([F:30])[CH:23]=3)[N:19]=[C:18]([NH2:31])[N:17]=2)[CH2:10]1)C(=O)[O-])(C)C.[ClH:32].